From a dataset of Catalyst prediction with 721,799 reactions and 888 catalyst types from USPTO. Predict which catalyst facilitates the given reaction. (1) Reactant: [Cl:1][C:2]1[CH:7]=[CH:6][CH:5]=[CH:4][C:3]=1[C:8]1[C:21](=[O:22])[N:20]([CH3:23])[C:11]2[N:12]=[C:13](S(C)(=O)=O)[N:14]=[CH:15][C:10]=2[CH:9]=1.[CH2:24]([N:31]1[CH2:36][CH:35]2[CH:33]([CH:34]2[NH2:37])[CH2:32]1)[C:25]1[CH:30]=[CH:29][CH:28]=[CH:27][CH:26]=1. Product: [CH2:24]([N:31]1[CH2:36][CH:35]2[CH:33]([CH:34]2[NH:37][C:13]2[N:14]=[CH:15][C:10]3[CH:9]=[C:8]([C:3]4[CH:4]=[CH:5][CH:6]=[CH:7][C:2]=4[Cl:1])[C:21](=[O:22])[N:20]([CH3:23])[C:11]=3[N:12]=2)[CH2:32]1)[C:25]1[CH:26]=[CH:27][CH:28]=[CH:29][CH:30]=1. The catalyst class is: 4. (2) Reactant: [F:1][C:2]([F:36])([F:35])[C:3]1[CH:4]=[C:5]([C:13]([CH3:34])([CH3:33])[C:14]([NH:16][C:17]2[CH:22]=[C:21]([N+:23]([O-:25])=[O:24])[CH:20]=[CH:19][C:18]=2[C:26]2[CH:31]=[CH:30][CH:29]=[CH:28][C:27]=2[CH3:32])=[O:15])[CH:6]=[C:7]([C:9]([F:12])([F:11])[F:10])[CH:8]=1.[CH3:37][Si](C)(C)[N-][Si](C)(C)C.[K+].CI.C(OCC)(=O)C. Product: [F:1][C:2]([F:35])([F:36])[C:3]1[CH:4]=[C:5]([C:13]([CH3:34])([CH3:33])[C:14]([N:16]([CH3:37])[C:17]2[CH:22]=[C:21]([N+:23]([O-:25])=[O:24])[CH:20]=[CH:19][C:18]=2[C:26]2[CH:31]=[CH:30][CH:29]=[CH:28][C:27]=2[CH3:32])=[O:15])[CH:6]=[C:7]([C:9]([F:11])([F:10])[F:12])[CH:8]=1. The catalyst class is: 348. (3) Reactant: [CH3:1][N:2]([CH3:15])[CH2:3][CH2:4][NH:5][C:6]1[CH:11]=[CH:10][C:9]([N+:12]([O-])=O)=[CH:8][N:7]=1.C(O)C.[Cl-].[NH4+].Cl. Product: [CH3:1][N:2]([CH3:15])[CH2:3][CH2:4][NH:5][C:6]1[CH:11]=[CH:10][C:9]([NH2:12])=[CH:8][N:7]=1. The catalyst class is: 150. (4) Reactant: [C:1]([NH2:9])(=O)[C:2]1[CH:7]=[CH:6][CH:5]=[CH:4][CH:3]=1.COC1C=CC(P2(SP(C3C=CC(OC)=CC=3)(=S)S2)=[S:19])=CC=1. Product: [C:2]1([C:1](=[S:19])[NH2:9])[CH:7]=[CH:6][CH:5]=[CH:4][CH:3]=1. The catalyst class is: 11. (5) Reactant: [NH2:1][CH2:2][CH2:3][N:4]([CH:6]([CH:11]1[CH2:16][CH2:15][CH:14]([O:17][C:18]2[CH:19]=[C:20]3[C:25](=[CH:26][C:27]=2[O:28][CH3:29])[N:24]=[CH:23][N:22]=[C:21]3[NH:30][C:31]2[CH:36]=[CH:35][CH:34]=[C:33]([Cl:37])[C:32]=2[F:38])[CH2:13][CH2:12]1)[C:7]([O:9]C)=O)[CH3:5].[OH-].[Na+]. Product: [Cl:37][C:33]1[C:32]([F:38])=[C:31]([NH:30][C:21]2[C:20]3[C:25](=[CH:26][C:27]([O:28][CH3:29])=[C:18]([O:17][C@H:14]4[CH2:13][CH2:12][C@H:11]([C@@H:6]5[N:4]([CH3:5])[CH2:3][CH2:2][NH:1][C:7]5=[O:9])[CH2:16][CH2:15]4)[CH:19]=3)[N:24]=[CH:23][N:22]=2)[CH:36]=[CH:35][CH:34]=1. The catalyst class is: 5. (6) Reactant: [CH2:1]=[C:2]1[CH2:5][CH:4]([C:6]([O:8][CH2:9][C:10]2[CH:15]=[CH:14][CH:13]=[CH:12][CH:11]=2)=[O:7])[CH2:3]1.CSC.B1([O-])O[O:20]1.O.O.O.O.[Na+]. Product: [OH:20][CH2:1][CH:2]1[CH2:5][CH:4]([C:6]([O:8][CH2:9][C:10]2[CH:11]=[CH:12][CH:13]=[CH:14][CH:15]=2)=[O:7])[CH2:3]1. The catalyst class is: 20. (7) Reactant: [F:1][C:2]1[CH:3]=[CH:4][C:5]([O:9][C:10]2[CH:15]=[CH:14][CH:13]=[CH:12][CH:11]=2)=[C:6]([NH2:8])[CH:7]=1.[CH3:16][O:17][C:18]1[CH:19]=[CH:20][C:21]([O:26][CH2:27][CH2:28][O:29][CH:30]2[CH2:35][CH2:34][CH2:33][CH2:32][O:31]2)=[C:22]([CH:25]=1)[CH:23]=O. Product: [F:1][C:2]1[CH:3]=[CH:4][C:5]([O:9][C:10]2[CH:15]=[CH:14][CH:13]=[CH:12][CH:11]=2)=[C:6]([NH:8][CH2:23][C:22]2[CH:25]=[C:18]([O:17][CH3:16])[CH:19]=[CH:20][C:21]=2[O:26][CH2:27][CH2:28][O:29][CH:30]2[CH2:35][CH2:34][CH2:33][CH2:32][O:31]2)[CH:7]=1. The catalyst class is: 701.